The task is: Predict the product of the given reaction.. This data is from Forward reaction prediction with 1.9M reactions from USPTO patents (1976-2016). (1) Given the reactants [CH2:1]([O:8][C:9]1[CH:25]=[CH:24][C:12]([C:13]([NH:15][NH:16][C:17]([O:19][C:20]([CH3:23])([CH3:22])[CH3:21])=[O:18])=O)=[CH:11][CH:10]=1)[C:2]1[CH:7]=[CH:6][CH:5]=[CH:4][CH:3]=1.COC1C=CC(P2(SP(C3C=CC(OC)=CC=3)(=S)S2)=[S:35])=CC=1, predict the reaction product. The product is: [CH2:1]([O:8][C:9]1[CH:25]=[CH:24][C:12]([C:13]([NH:15][NH:16][C:17]([O:19][C:20]([CH3:23])([CH3:22])[CH3:21])=[O:18])=[S:35])=[CH:11][CH:10]=1)[C:2]1[CH:7]=[CH:6][CH:5]=[CH:4][CH:3]=1. (2) Given the reactants Br[C:2]1[CH:14]=[CH:13][C:5]2[S:6][C:7]([C:9]([O:11][CH3:12])=[O:10])=[CH:8][C:4]=2[CH:3]=1.[F:15][C:16]([F:27])([F:26])[C:17]1[CH:22]=[CH:21][C:20](B(O)O)=[CH:19][CH:18]=1.[Cl-].[Li+].C(=O)([O-])[O-].[Na+].[Na+], predict the reaction product. The product is: [F:15][C:16]([F:27])([F:26])[C:17]1[CH:22]=[CH:21][C:20]([C:2]2[CH:14]=[CH:13][C:5]3[S:6][C:7]([C:9]([O:11][CH3:12])=[O:10])=[CH:8][C:4]=3[CH:3]=2)=[CH:19][CH:18]=1.